Dataset: Full USPTO retrosynthesis dataset with 1.9M reactions from patents (1976-2016). Task: Predict the reactants needed to synthesize the given product. (1) Given the product [Cl:1][C:2]1[CH:3]=[C:4]2[C:9](=[C:10]([Cl:12])[CH:11]=1)[CH2:8][N:7]([CH3:13])[CH2:6][CH:5]2[C:14]1[CH:15]=[CH:16][C:17]([NH:20][C:21]([NH:22][CH2:23][CH2:24][C:25]([CH:45]2[C:46](=[O:48])[O:47][C:42]([CH3:50])([CH3:41])[O:43][C:44]2=[O:49])=[O:26])=[O:28])=[CH:18][CH:19]=1, predict the reactants needed to synthesize it. The reactants are: [Cl:1][C:2]1[CH:3]=[C:4]2[C:9](=[C:10]([Cl:12])[CH:11]=1)[CH2:8][N:7]([CH3:13])[CH2:6][CH:5]2[C:14]1[CH:19]=[CH:18][C:17]([NH:20][C:21](=[O:28])[NH:22][CH2:23][CH2:24][C:25](O)=[O:26])=[CH:16][CH:15]=1.Cl.CN(C)CCCN=C=NCC.[CH3:41][C:42]1([CH3:50])[O:47][C:46](=[O:48])[CH2:45][C:44](=[O:49])[O:43]1. (2) Given the product [C:10]([O:9][C:7]([N:5]1[C@H:4]([C:14](=[O:26])[NH:15][C@H:16]2[C:25]3[C:20](=[CH:21][CH:22]=[CH:23][CH:24]=3)[CH2:19][CH2:18][CH2:17]2)[CH2:3][C@H:2]([NH:27][C:28]2[CH:37]=[C:36]3[C:31]([CH2:32][C@@H:33]([C:45](=[O:57])[NH:46][C@H:47]4[C:56]5[C:51](=[CH:52][CH:53]=[CH:54][CH:55]=5)[CH2:50][CH2:49][CH2:48]4)[N:34]([C:38]([O:40][C:41]([CH3:42])([CH3:43])[CH3:44])=[O:39])[CH2:35]3)=[CH:30][CH:29]=2)[CH2:6]1)=[O:8])([CH3:13])([CH3:11])[CH3:12], predict the reactants needed to synthesize it. The reactants are: O=[C:2]1[CH2:6][N:5]([C:7]([O:9][C:10]([CH3:13])([CH3:12])[CH3:11])=[O:8])[C@H:4]([C:14](=[O:26])[NH:15][C@H:16]2[C:25]3[C:20](=[CH:21][CH:22]=[CH:23][CH:24]=3)[CH2:19][CH2:18][CH2:17]2)[CH2:3]1.[NH2:27][C:28]1[CH:37]=[C:36]2[C:31]([CH2:32][C@@H:33]([C:45](=[O:57])[NH:46][C@H:47]3[C:56]4[C:51](=[CH:52][CH:53]=[CH:54][CH:55]=4)[CH2:50][CH2:49][CH2:48]3)[N:34]([C:38]([O:40][C:41]([CH3:44])([CH3:43])[CH3:42])=[O:39])[CH2:35]2)=[CH:30][CH:29]=1.CC(O)=O.[BH-](OC(C)=O)(OC(C)=O)OC(C)=O.[Na+].Cl. (3) Given the product [CH3:1][O:2][C:3]1[C:4]([NH:14][C:15]([N:31]2[CH2:30][CH2:29][N:28]([C:25]3[CH:24]=[CH:23][C:22]([O:21][CH3:20])=[CH:27][CH:26]=3)[CH2:33][CH2:32]2)=[O:19])=[N:5][C:6]2[C:11]([N:12]=1)=[CH:10][C:9]([CH3:13])=[CH:8][CH:7]=2, predict the reactants needed to synthesize it. The reactants are: [CH3:1][O:2][C:3]1[C:4]([NH:14][C:15](=[O:19])OCC)=[N:5][C:6]2[C:11]([N:12]=1)=[CH:10][C:9]([CH3:13])=[CH:8][CH:7]=2.[CH3:20][O:21][C:22]1[CH:27]=[CH:26][C:25]([N:28]2[CH2:33][CH2:32][NH:31][CH2:30][CH2:29]2)=[CH:24][CH:23]=1. (4) Given the product [CH2:19](/[C:15](/[C:11]1[CH:10]=[C:9]([OH:8])[CH:14]=[CH:13][CH:12]=1)=[CH:16]\[C:17]#[CH:18])[CH3:20], predict the reactants needed to synthesize it. The reactants are: C([Si]([O:8][C:9]1[CH:14]=[CH:13][CH:12]=[C:11](/[C:15](/[CH2:19][CH3:20])=[CH:16]/[C:17]#[CH:18])[CH:10]=1)(C)C)(C)(C)C.[F-].C([N+](CCCC)(CCCC)CCCC)CCC.[Cl-].[NH4+]. (5) Given the product [F:21][CH:2]([F:1])[C:3]1[C:8]([C:9]([OH:11])=[O:10])=[CH:7][N:6]=[C:5]([C:14]([F:20])([F:19])[C:15]([F:16])([F:17])[F:18])[N:4]=1, predict the reactants needed to synthesize it. The reactants are: [F:1][CH:2]([F:21])[C:3]1[C:8]([C:9]([O:11]CC)=[O:10])=[CH:7][N:6]=[C:5]([C:14]([F:20])([F:19])[C:15]([F:18])([F:17])[F:16])[N:4]=1.[OH-].[Na+].Cl. (6) Given the product [CH2:1]([O:3][C:4](=[O:22])[CH2:5][O:6][C:7]1[CH:12]=[CH:11][C:10]([O:13][CH2:14][CH2:15][C:16]2[S:17][C:18]([Br:23])=[CH:19][CH:20]=2)=[CH:9][C:8]=1[CH3:21])[CH3:2], predict the reactants needed to synthesize it. The reactants are: [CH2:1]([O:3][C:4](=[O:22])[CH2:5][O:6][C:7]1[CH:12]=[CH:11][C:10]([O:13][CH2:14][CH2:15][C:16]2[S:17][CH:18]=[CH:19][CH:20]=2)=[CH:9][C:8]=1[CH3:21])[CH3:2].[Br:23]Br.O. (7) Given the product [C:30]1([CH:29]([C:2]2[N:6]3[CH2:7][CH2:8][NH:9][CH2:10][C:5]3=[N:4][N:3]=2)[OH:36])[CH:35]=[CH:34][CH:33]=[CH:32][CH:31]=1, predict the reactants needed to synthesize it. The reactants are: Br[C:2]1[N:6]2[CH2:7][CH2:8][N:9](C(OC(C)(C)C)=O)[CH2:10][C:5]2=[N:4][N:3]=1.[Li]CCCC.CCCCCC.[CH:29](=[O:36])[C:30]1[CH:35]=[CH:34][CH:33]=[CH:32][CH:31]=1.